Dataset: Full USPTO retrosynthesis dataset with 1.9M reactions from patents (1976-2016). Task: Predict the reactants needed to synthesize the given product. (1) Given the product [Br:2][C:3]1[C:4]([NH:18][CH:19]([CH3:21])[CH3:20])=[N:5][C:6]([NH:9][C:10]2[CH:11]=[CH:12][C:13]([S:16]([CH3:17])=[O:27])=[CH:14][CH:15]=2)=[N:7][CH:8]=1, predict the reactants needed to synthesize it. The reactants are: Cl.[Br:2][C:3]1[C:4]([NH:18][CH:19]([CH3:21])[CH3:20])=[N:5][C:6]([NH:9][C:10]2[CH:15]=[CH:14][C:13]([S:16][CH3:17])=[CH:12][CH:11]=2)=[N:7][CH:8]=1.ClC1C=C(C=CC=1)C(OO)=[O:27]. (2) Given the product [CH:9]1([O:8][C:4]2[CH:3]=[C:2]([B:16]([OH:17])[OH:15])[CH:7]=[CH:6][CH:5]=2)[CH2:11][CH2:10]1, predict the reactants needed to synthesize it. The reactants are: Br[C:2]1[CH:7]=[CH:6][CH:5]=[C:4]([O:8][CH:9]2[CH2:11][CH2:10]2)[CH:3]=1.CC1(C)[O:17][B:16](B2OC(C)(C)C(C)(C)O2)[O:15]C1(C)C.C(Cl)Cl.CS(C)=O.